This data is from Forward reaction prediction with 1.9M reactions from USPTO patents (1976-2016). The task is: Predict the product of the given reaction. (1) Given the reactants Br.Br.[C:3]1([CH3:21])[CH:8]=[CH:7][C:6]([S:9]([N:12]2[CH2:20][CH2:19][NH:18][CH2:17][CH2:16][NH:15][CH2:14][CH2:13]2)(=[O:11])=[O:10])=[CH:5][CH:4]=1.[C:22]([O-:25])([O-:24])=O.[K+].[K+].Cl[C:29]([O:31][CH2:32][C:33]1[CH:38]=[CH:37][CH:36]=[CH:35][CH:34]=1)=[O:30], predict the reaction product. The product is: [C:3]1([CH3:21])[CH:4]=[CH:5][C:6]([S:9]([N:12]2[CH2:13][CH2:14][N:15]([C:22]([O:25][CH2:21][C:3]3[CH:8]=[CH:7][CH:6]=[CH:5][CH:4]=3)=[O:24])[CH2:16][CH2:17][N:18]([C:29]([O:31][CH2:32][C:33]3[CH:38]=[CH:37][CH:36]=[CH:35][CH:34]=3)=[O:30])[CH2:19][CH2:20]2)(=[O:10])=[O:11])=[CH:7][CH:8]=1. (2) Given the reactants [CH3:1][NH:2][CH3:3].[F:4][C:5]([F:42])([F:41])[C:6]1[CH:11]=[CH:10][C:9](/[CH:12]=[CH:13]/[C:14]2[O:15][CH:16]=[C:17]([CH2:19][O:20][C:21]3[CH:26]=[CH:25][C:24]([CH2:27][CH2:28][CH2:29][CH2:30][N:31]4[CH:35]=[CH:34][N:33]=[C:32]4[CH2:36][CH2:37][C:38](O)=[O:39])=[CH:23][CH:22]=3)[N:18]=2)=[CH:8][CH:7]=1.C(N(CC)CC)C.O, predict the reaction product. The product is: [CH3:1][N:2]([CH3:3])[C:38](=[O:39])[CH2:37][CH2:36][C:32]1[N:31]([CH2:30][CH2:29][CH2:28][CH2:27][C:24]2[CH:23]=[CH:22][C:21]([O:20][CH2:19][C:17]3[N:18]=[C:14](/[CH:13]=[CH:12]/[C:9]4[CH:8]=[CH:7][C:6]([C:5]([F:41])([F:4])[F:42])=[CH:11][CH:10]=4)[O:15][CH:16]=3)=[CH:26][CH:25]=2)[CH:35]=[CH:34][N:33]=1. (3) Given the reactants Cl[C:2]1[CH:3]=[C:4]([C:14]([NH:16][CH2:17][C:18]2[C:19](=[O:26])[NH:20][C:21]([CH3:25])=[CH:22][C:23]=2[CH3:24])=[O:15])[C:5]2[CH:10]=[N:9][N:8]([CH:11]([CH3:13])[CH3:12])[C:6]=2[N:7]=1.[N:27]1[CH:32]=[CH:31][CH:30]=[C:29](B(O)O)[CH:28]=1.C(=O)([O-])[O-].[Na+].[Na+], predict the reaction product. The product is: [CH3:24][C:23]1[CH:22]=[C:21]([CH3:25])[NH:20][C:19](=[O:26])[C:18]=1[CH2:17][NH:16][C:14]([C:4]1[C:5]2[CH:10]=[N:9][N:8]([CH:11]([CH3:13])[CH3:12])[C:6]=2[N:7]=[C:2]([C:29]2[CH:28]=[N:27][CH:32]=[CH:31][CH:30]=2)[CH:3]=1)=[O:15].